This data is from Full USPTO retrosynthesis dataset with 1.9M reactions from patents (1976-2016). The task is: Predict the reactants needed to synthesize the given product. (1) Given the product [Cl:1][C:2]1[CH:10]=[CH:9][C:5]([C:6]2([CH:7]([NH2:8])[CH2:4][CH:5]([CH3:9])[CH3:6])[CH2:14][CH2:13][CH2:12]2)=[CH:4][CH:3]=1, predict the reactants needed to synthesize it. The reactants are: [Cl:1][C:2]1[CH:10]=[CH:9][C:5]([CH2:6][C:7]#[N:8])=[CH:4][CH:3]=1.Br[CH2:12][CH2:13][CH2:14]Br. (2) Given the product [C:10]([Si:7]([O:14][C:15]1[CH:20]=[C:19]([O:21][Si:22]([C:25]([CH3:28])([CH3:27])[CH3:26])([CH3:24])[CH3:23])[CH:18]=[CH:17][C:16]=1[CH:38]1[CH2:39][CH2:3][C:2](=[CH2:5])[CH2:1][CH2:37]1)([CH3:8])[CH3:9])([CH3:13])([CH3:12])[CH3:11], predict the reactants needed to synthesize it. The reactants are: [CH3:1][C:2]([CH3:5])([O-])[CH3:3].[K+].[Si:7]([O:14][C:15]1[CH:20]=[C:19]([O:21][Si:22]([C:25]([CH3:28])([CH3:27])[CH3:26])([CH3:24])[CH3:23])[CH:18]=[CH:17][C:16]=1C1CCC(=O)CC1)([C:10]([CH3:13])([CH3:12])[CH3:11])([CH3:9])[CH3:8].O1C[CH2:39][CH2:38][CH2:37]1. (3) The reactants are: Br[C:2]1[N:6]([CH:7]([CH3:9])[CH3:8])[C:5]2[CH:10]([C:23]3[CH:28]=[CH:27][C:26]([Cl:29])=[CH:25][N:24]=3)[N:11]([C:14]3[C:15](=[O:22])[N:16]([CH3:21])[CH:17]=[C:18]([Cl:20])[CH:19]=3)[C:12](=[O:13])[C:4]=2[CH:3]=1.[CH3:30][O:31][C:32]1[N:37]=[C:36]([O:38][CH3:39])[C:35](B(O)O)=[CH:34][N:33]=1.BrC1N(C(C)C)C2C(C3C=CC(Cl)=CC=3)N(C3C=C(Cl)C=CC=3C)C(=O)C=2C=1.COC1C(B2OC(C)(C)C(C)(C)O2)=CN=C(N)N=1. Given the product [Cl:20][C:18]1[CH:19]=[C:14]([N:11]2[C:12](=[O:13])[C:4]3[CH:3]=[C:2]([C:35]4[C:36]([O:38][CH3:39])=[N:37][C:32]([O:31][CH3:30])=[N:33][CH:34]=4)[N:6]([CH:7]([CH3:9])[CH3:8])[C:5]=3[CH:10]2[C:23]2[CH:28]=[CH:27][C:26]([Cl:29])=[CH:25][N:24]=2)[C:15](=[O:22])[N:16]([CH3:21])[CH:17]=1, predict the reactants needed to synthesize it. (4) Given the product [F:1][C:2]1[CH:7]=[CH:6][C:5]([C:8]2[C:9]3[CH2:20][NH:19][CH2:18][CH2:17][C:10]=3[N:11]=[C:12]([CH:14]([CH3:16])[CH3:15])[N:13]=2)=[CH:4][CH:3]=1, predict the reactants needed to synthesize it. The reactants are: [F:1][C:2]1[CH:7]=[CH:6][C:5]([C:8]2[C:9]3[CH2:20][N:19](C(=O)C)[CH2:18][CH2:17][C:10]=3[N:11]=[C:12]([CH:14]([CH3:16])[CH3:15])[N:13]=2)=[CH:4][CH:3]=1.